Predict the product of the given reaction. From a dataset of Forward reaction prediction with 1.9M reactions from USPTO patents (1976-2016). (1) Given the reactants O[C:2]1[CH:3]=[C:4]2[C:9](=[CH:10][CH:11]=1)[C:8](=[O:12])[N:7]([CH2:13][CH2:14][CH2:15][N:16]([CH3:24])[C:17](=[O:23])[O:18][C:19]([CH3:22])([CH3:21])[CH3:20])[CH2:6][CH2:5]2.C1(PCCCPC2C=CC=CC=2)C=CC=CC=1.C(N(CC)CC)C.O.[C:50]([O:53][CH2:54]C)(=[O:52])C, predict the reaction product. The product is: [C:19]([O:18][C:17]([N:16]([CH3:24])[CH2:15][CH2:14][CH2:13][N:7]1[CH2:6][CH2:5][C:4]2[C:9](=[CH:10][CH:11]=[C:2]([C:50]([O:53][CH3:54])=[O:52])[CH:3]=2)[C:8]1=[O:12])=[O:23])([CH3:22])([CH3:21])[CH3:20]. (2) Given the reactants [CH3:1][O:2][C:3](Cl)=[O:4].[NH2:6][C@@H:7]([CH:11]([CH3:13])[CH3:12])[C:8]([OH:10])=[O:9].[OH-].[Na+].C(=O)([O-])[O-].[Na+].[Na+], predict the reaction product. The product is: [CH3:1][O:2][C:3]([NH:6][C@@H:7]([CH:11]([CH3:13])[CH3:12])[C:8]([OH:10])=[O:9])=[O:4]. (3) Given the reactants [CH2:1]([O:8][C@@H:9]1[C@@H:17]([CH:18]=[O:19])[O:16][C@H:15]2[C@H:11]([N:12]=[C:13]([N:20]([CH2:28][CH2:29][F:30])[C:21](=[O:27])[O:22][C:23]([CH3:26])([CH3:25])[CH3:24])[S:14]2)[C@H:10]1[O:31][CH2:32][C:33]1[CH:38]=[CH:37][CH:36]=[CH:35][CH:34]=1)[C:2]1[CH:7]=[CH:6][CH:5]=[CH:4][CH:3]=1.[CH3:39][Mg]Cl, predict the reaction product. The product is: [CH2:1]([O:8][C@@H:9]1[C@@H:17]([CH:18]([OH:19])[CH3:39])[O:16][C@H:15]2[C@H:11]([N:12]=[C:13]([N:20]([CH2:28][CH2:29][F:30])[C:21](=[O:27])[O:22][C:23]([CH3:24])([CH3:26])[CH3:25])[S:14]2)[C@H:10]1[O:31][CH2:32][C:33]1[CH:34]=[CH:35][CH:36]=[CH:37][CH:38]=1)[C:2]1[CH:3]=[CH:4][CH:5]=[CH:6][CH:7]=1. (4) The product is: [Br:1][C:2]1[CH:3]=[CH:4][C:5]([N:8]2[CH:13]=[N:11][N:10]=[N:9]2)=[N:6][CH:7]=1. Given the reactants [Br:1][C:2]1[CH:3]=[CH:4][C:5]([NH2:8])=[N:6][CH:7]=1.[N-:9]=[N+:10]=[N-:11].[Na+].[CH:13](OC)(OC)OC, predict the reaction product. (5) Given the reactants [C:1]([OH:4])(=[O:3])[CH3:2].[CH3:5][CH:6]([CH2:9][CH3:10])[CH:7]=[O:8], predict the reaction product. The product is: [OH:8][CH:7]([CH:6]([CH3:5])[CH2:9][CH3:10])[CH2:2][C:1]([OH:4])=[O:3]. (6) Given the reactants [CH2:1]([O:8][C@H:9]1[C@H:14]([O:15][CH2:16][C:17]2[CH:22]=[CH:21][CH:20]=[CH:19][CH:18]=2)[C@@H:13]([CH2:23][O:24][CH2:25][C:26]2[CH:31]=[CH:30][CH:29]=[CH:28][CH:27]=2)[O:12][C@H:11]([CH2:32][P:33](=[O:40])([O:37][CH2:38][CH3:39])[O:34][CH2:35][CH3:36])[C:10]1=O)[C:2]1[CH:7]=[CH:6][CH:5]=[CH:4][CH:3]=1.C(O[Na])(C)=O.[OH2:47].O.O.[NH2:50]O.Cl.C(O)(=O)C, predict the reaction product. The product is: [CH2:1]([O:8][C@H:9]1[C@H:14]([O:15][CH2:16][C:17]2[CH:22]=[CH:21][CH:20]=[CH:19][CH:18]=2)[C@@H:13]([CH2:23][O:24][CH2:25][C:26]2[CH:31]=[CH:30][CH:29]=[CH:28][CH:27]=2)[O:12][C@H:11]([CH2:32][P:33](=[O:40])([O:37][CH2:38][CH3:39])[O:34][CH2:35][CH3:36])[C:10]1=[N:50][OH:47])[C:2]1[CH:7]=[CH:6][CH:5]=[CH:4][CH:3]=1. (7) Given the reactants [CH:1]([C:4]1[CH:18]=[C:17]([O:19][CH3:20])[C:16]([N+:21]([O-])=O)=[CH:15][C:5]=1[O:6][C:7]1[C:8]([NH2:14])=[N:9][C:10]([NH2:13])=[N:11][CH:12]=1)([CH3:3])[CH3:2].CC(O)=O, predict the reaction product. The product is: [NH2:21][C:16]1[C:17]([O:19][CH3:20])=[CH:18][C:4]([CH:1]([CH3:3])[CH3:2])=[C:5]([CH:15]=1)[O:6][C:7]1[C:8]([NH2:14])=[N:9][C:10]([NH2:13])=[N:11][CH:12]=1.